From a dataset of Full USPTO retrosynthesis dataset with 1.9M reactions from patents (1976-2016). Predict the reactants needed to synthesize the given product. (1) Given the product [NH2:1][CH2:2][CH2:3][O:4][C:5]1([C:19]([OH:23])=[O:21])[CH2:10][CH2:9][N:8]([C:11]2[N:16]=[C:15]([CH3:17])[CH:14]=[C:13]([CH3:18])[N:12]=2)[CH2:7][CH2:6]1, predict the reactants needed to synthesize it. The reactants are: [NH2:1][CH2:2][CH2:3][O:4][C:5]1([C:19]#N)[CH2:10][CH2:9][N:8]([C:11]2[N:16]=[C:15]([CH3:17])[CH:14]=[C:13]([CH3:18])[N:12]=2)[CH2:7][CH2:6]1.[OH-:21].[K+].[OH2:23]. (2) Given the product [CH:26]1([NH:25][C:23]([C:8]2[N:9]=[N:10][N:11]([C:12]3[CH:13]=[CH:14][C:15]([C:18]([NH:20][CH2:21][CH3:22])=[O:19])=[CH:16][CH:17]=3)[C:7]=2[CH2:6][N:35]2[CH2:39][CH2:38][CH2:37][CH2:36]2)=[O:24])[CH2:28][CH2:27]1, predict the reactants needed to synthesize it. The reactants are: CS(O[CH2:6][C:7]1[N:11]([C:12]2[CH:17]=[CH:16][C:15]([C:18]([NH:20][CH2:21][CH3:22])=[O:19])=[CH:14][CH:13]=2)[N:10]=[N:9][C:8]=1[C:23]([NH:25][CH:26]1[CH2:28][CH2:27]1)=[O:24])(=O)=O.C(=O)([O-])[O-].[K+].[K+].[NH:35]1[CH2:39][CH2:38][CH2:37][CH2:36]1. (3) Given the product [NH2:38][C:34]1[CH:33]=[C:32]([C:12]2[CH:13]=[CH:14][C:9]([O:8][CH2:1][C:2]3[CH:7]=[CH:6][CH:5]=[CH:4][CH:3]=3)=[C:10]([N:16]3[S:20](=[O:22])(=[O:21])[NH:19][C:18](=[O:23])[CH2:17]3)[CH:11]=2)[CH:37]=[CH:36][CH:35]=1, predict the reactants needed to synthesize it. The reactants are: [CH2:1]([O:8][C:9]1[CH:14]=[CH:13][C:12](Br)=[CH:11][C:10]=1[N:16]1[S:20](=[O:22])(=[O:21])[NH:19][C:18](=[O:23])[CH2:17]1)[C:2]1[CH:7]=[CH:6][CH:5]=[CH:4][CH:3]=1.CC1(C)C(C)(C)OB([C:32]2[CH:33]=[C:34]([NH2:38])[CH:35]=[CH:36][CH:37]=2)O1. (4) Given the product [C:1]([O:5][C:6]([N:8]1[CH2:13][CH2:12][CH2:11][C:10]([CH2:15][S:25]([CH3:24])(=[O:27])=[O:26])([CH3:14])[CH2:9]1)=[O:7])([CH3:4])([CH3:3])[CH3:2], predict the reactants needed to synthesize it. The reactants are: [C:1]([O:5][C:6]([N:8]1[CH2:13][CH2:12][CH2:11][C:10]([CH2:15]O)([CH3:14])[CH2:9]1)=[O:7])([CH3:4])([CH3:3])[CH3:2].CCN(CC)CC.[CH3:24][S:25](Cl)(=[O:27])=[O:26].CCOCC.